This data is from Forward reaction prediction with 1.9M reactions from USPTO patents (1976-2016). The task is: Predict the product of the given reaction. (1) Given the reactants [C-:1]#[N:2].[Na+].[CH3:4][C:5]1[CH:6]=[C:7]([CH:10]=[C:11]([CH3:25])[C:12]=1[O:13][C:14]1[CH:19]=[CH:18][C:17]([O:20][CH3:21])=[C:16]([CH:22]([CH3:24])[CH3:23])[CH:15]=1)[CH2:8]Br, predict the reaction product. The product is: [CH3:4][C:5]1[CH:6]=[C:7]([CH2:8][C:1]#[N:2])[CH:10]=[C:11]([CH3:25])[C:12]=1[O:13][C:14]1[CH:19]=[CH:18][C:17]([O:20][CH3:21])=[C:16]([CH:22]([CH3:24])[CH3:23])[CH:15]=1. (2) Given the reactants C([O:4][CH2:5][C:6]1[N:15]=[C:14]([N:16]2[CH2:21][CH2:20][N:19]([C:22]([O:24][C:25]([CH3:28])([CH3:27])[CH3:26])=[O:23])[CH2:18][CH2:17]2)[C:13]2[C:8](=[C:9]([F:31])[C:10]([Br:30])=[C:11]([Cl:29])[CH:12]=2)[N:7]=1)(=O)C.O[Li].O, predict the reaction product. The product is: [Br:30][C:10]1[C:9]([F:31])=[C:8]2[C:13]([C:14]([N:16]3[CH2:17][CH2:18][N:19]([C:22]([O:24][C:25]([CH3:27])([CH3:26])[CH3:28])=[O:23])[CH2:20][CH2:21]3)=[N:15][C:6]([CH2:5][OH:4])=[N:7]2)=[CH:12][C:11]=1[Cl:29]. (3) Given the reactants C([O:4][C@@H:5]([C@@H:9]([NH:17][C:18](=[O:30])[C:19]1[CH:24]=[CH:23][CH:22]=[C:21]([O:25]C(=O)C)[C:20]=1[CH3:29])[CH2:10][C:11]1[CH:16]=[CH:15][CH:14]=[CH:13][CH:12]=1)[C:6](O)=[O:7])(=O)C.N1C=CC=CC=1.O=S(Cl)Cl.[CH3:41][C:42]1[CH:58]=[CH:57][CH:56]=[CH:55][C:43]=1[CH2:44][NH:45][C:46]([C@@H:48]1[C:52]([CH3:54])([CH3:53])[S:51][CH2:50][NH:49]1)=[O:47].C(O[C@@H]([C@@H](NC(=O)C1C=CC=C(OC(=O)C)C=1C)CC1C=CC=CC=1)C(Cl)=O)(=O)C.[OH-].[K+].[OH-].[K+].CO.Cl, predict the reaction product. The product is: [CH3:41][C:42]1[CH:58]=[CH:57][CH:56]=[CH:55][C:43]=1[CH2:44][NH:45][C:46]([C@@H:48]1[C:52]([CH3:54])([CH3:53])[S:51][CH2:50][N:49]1[C:6](=[O:7])[C@@H:5]([OH:4])[C@@H:9]([NH:17][C:18](=[O:30])[C:19]1[CH:24]=[CH:23][CH:22]=[C:21]([OH:25])[C:20]=1[CH3:29])[CH2:10][C:11]1[CH:12]=[CH:13][CH:14]=[CH:15][CH:16]=1)=[O:47].